Task: Predict the product of the given reaction.. Dataset: Forward reaction prediction with 1.9M reactions from USPTO patents (1976-2016) (1) Given the reactants [CH3:1][N:2]1[CH2:7][CH2:6][N:5]2[N:8]=[C:9]([N+:11]([O-:13])=[O:12])[CH:10]=[C:4]2[CH2:3]1.[CH:14]1(N)C[CH2:15]1, predict the reaction product. The product is: [CH:1]1([N:2]2[CH2:7][CH2:6][N:5]3[N:8]=[C:9]([N+:11]([O-:13])=[O:12])[CH:10]=[C:4]3[CH2:3]2)[CH2:15][CH2:14]1. (2) Given the reactants [CH2:1]([O:3][CH:4]1[C:9](=O)[CH2:8][CH2:7][N:6]([C:11]([O:13][C:14]([CH3:17])([CH3:16])[CH3:15])=[O:12])[CH2:5]1)[CH3:2].[CH2:18]([NH2:25])[C:19]1[CH:24]=[CH:23][CH:22]=[CH:21][CH:20]=1.C(O[BH-](OC(=O)C)OC(=O)C)(=O)C.[Na+], predict the reaction product. The product is: [CH2:18]([NH:25][C@H:9]1[CH2:8][CH2:7][N:6]([C:11]([O:13][C:14]([CH3:17])([CH3:16])[CH3:15])=[O:12])[CH2:5][C@H:4]1[O:3][CH2:1][CH3:2])[C:19]1[CH:24]=[CH:23][CH:22]=[CH:21][CH:20]=1. (3) Given the reactants [CH3:1][O:2][C:3](=[O:27])[CH:4]([C:9]1[CH:10]=[C:11]([C:16]2[CH:21]=[CH:20][C:19]([Cl:22])=[C:18]([C:23]([F:26])([F:25])[F:24])[CH:17]=2)[CH:12]=[C:13]([OH:15])[CH:14]=1)[CH2:5][CH:6]([CH3:8])[CH3:7].[F:28][C:29]1[CH:30]=[C:31](B(O)O)[CH:32]=[C:33]([C:35]([F:38])([F:37])[F:36])[CH:34]=1, predict the reaction product. The product is: [CH3:1][O:2][C:3](=[O:27])[CH:4]([C:9]1[CH:10]=[C:11]([C:16]2[CH:21]=[CH:20][C:19]([Cl:22])=[C:18]([C:23]([F:26])([F:24])[F:25])[CH:17]=2)[CH:12]=[C:13]([O:15][C:31]2[CH:32]=[C:33]([C:35]([F:37])([F:36])[F:38])[CH:34]=[C:29]([F:28])[CH:30]=2)[CH:14]=1)[CH2:5][CH:6]([CH3:8])[CH3:7].